From a dataset of Forward reaction prediction with 1.9M reactions from USPTO patents (1976-2016). Predict the product of the given reaction. (1) Given the reactants [CH2:1]([O:3][C:4]([C:6]1[S:7][C:8]2[C:14](=O)[CH2:13][CH2:12][CH2:11][C:9]=2[N:10]=1)=[O:5])[CH3:2].[CH3:16]N(C=O)C.CC(N(C)C)=O.Cl.[NH:28]([C:32]1[CH:33]=[C:34]([S:38]([NH2:41])(=[O:40])=[O:39])[CH:35]=[CH:36][CH:37]=1)[C:29]([NH2:31])=[NH:30].C(=O)([O-])[O-].[K+].[K+], predict the reaction product. The product is: [CH2:1]([O:3][C:4]([C:6]1[S:7][C:8]2[C:14]3[N:31]=[C:29]([NH:28][C:32]4[CH:37]=[CH:36][CH:35]=[C:34]([S:38](=[O:39])(=[O:40])[NH2:41])[CH:33]=4)[N:30]=[CH:16][C:13]=3[CH2:12][CH2:11][C:9]=2[N:10]=1)=[O:5])[CH3:2]. (2) Given the reactants [CH:1]1([CH2:4][O:5][CH2:6][C:7]2[CH:8]=[C:9]([CH:13]=[CH:14][N:15]=2)[C:10]([OH:12])=O)[CH2:3][CH2:2]1.CN(C(ON1N=NC2C=CC=NC1=2)=[N+](C)C)C.F[P-](F)(F)(F)(F)F.C(N(C(C)C)C(C)C)C.[O:49]1[CH2:54][CH2:53][O:52][CH2:51][CH:50]1[C:55]1[C:63]2[S:62][C:61]([NH2:64])=[N:60][C:59]=2[C:58]([O:65][CH3:66])=[CH:57][CH:56]=1, predict the reaction product. The product is: [CH:1]1([CH2:4][O:5][CH2:6][C:7]2[CH:8]=[C:9]([CH:13]=[CH:14][N:15]=2)[C:10]([NH:64][C:61]2[S:62][C:63]3[C:55]([CH:50]4[CH2:51][O:52][CH2:53][CH2:54][O:49]4)=[CH:56][CH:57]=[C:58]([O:65][CH3:66])[C:59]=3[N:60]=2)=[O:12])[CH2:2][CH2:3]1. (3) Given the reactants [CH3:1][C:2]1[S:3][CH:4]=[C:5]([C:7]([NH:9][C:10]2[CH:18]=[C:17]([C:19]3[CH:24]=[CH:23][N:22]=[C:21]4[N:25](S(C5C=CC(C)=CC=5)(=O)=O)[CH:26]=[CH:27][C:20]=34)[CH:16]=[C:15]3[C:11]=2[CH:12]=[N:13][N:14]3[CH3:38])=[O:8])[N:6]=1.C[Si](C)(C)[O-].[K+], predict the reaction product. The product is: [CH3:1][C:2]1[S:3][CH:4]=[C:5]([C:7]([NH:9][C:10]2[CH:18]=[C:17]([C:19]3[CH:24]=[CH:23][N:22]=[C:21]4[NH:25][CH:26]=[CH:27][C:20]=34)[CH:16]=[C:15]3[C:11]=2[CH:12]=[N:13][N:14]3[CH3:38])=[O:8])[N:6]=1. (4) Given the reactants Br[C:2]1[CH:3]=[CH:4][C:5]([O:8][CH2:9][CH3:10])=[N:6][CH:7]=1.[C:11]([O:15][C:16]([N:18]1[CH2:23][CH:22]=[C:21](B2OC(C)(C)C(C)(C)O2)[CH2:20][CH2:19]1)=[O:17])([CH3:14])([CH3:13])[CH3:12].C([O-])([O-])=O.[Cs+].[Cs+], predict the reaction product. The product is: [C:11]([O:15][C:16]([N:18]1[CH2:19][CH:20]=[C:21]([C:2]2[CH:7]=[N:6][C:5]([O:8][CH2:9][CH3:10])=[CH:4][CH:3]=2)[CH2:22][CH2:23]1)=[O:17])([CH3:14])([CH3:12])[CH3:13]. (5) Given the reactants CN1CCOCC1.[Cl:8][C:9]1[CH:14]=[CH:13][C:12]([NH:15][C:16](=[O:28])[NH:17][C@H:18]([C:22]2[CH:27]=[CH:26][CH:25]=[CH:24][CH:23]=2)[C:19]([OH:21])=O)=[CH:11][CH:10]=1.[NH2:29][C:30]1[CH:35]=[CH:34][C:33]([N:36]2[CH2:40][CH2:39][CH2:38][C:37]2=[S:41])=[C:32]([CH3:42])[CH:31]=1.Cl.CN(C)CCCN=C=NCC.O.OC1C2N=NNC=2C=CC=1.C(=O)([O-])O.[Na+], predict the reaction product. The product is: [Cl:8][C:9]1[CH:10]=[CH:11][C:12]([NH:15][C:16](=[O:28])[NH:17][C@H:18]([C:22]2[CH:27]=[CH:26][CH:25]=[CH:24][CH:23]=2)[C:19]([NH:29][C:30]2[CH:35]=[CH:34][C:33]([N:36]3[CH2:40][CH2:39][CH2:38][C:37]3=[S:41])=[C:32]([CH3:42])[CH:31]=2)=[O:21])=[CH:13][CH:14]=1. (6) The product is: [Cl:1][C:2]1[CH:10]=[C:9]([C:11]#[C:12][C:37]2[N:41]([S:42]([C:45]3[CH:50]=[CH:49][C:48]([CH3:51])=[CH:47][CH:46]=3)(=[O:43])=[O:44])[N:40]=[CH:39][CH:38]=2)[C:5]2[O:6][CH2:7][O:8][C:4]=2[C:3]=1[NH:13][C:14]1[C:23]2[C:18](=[CH:19][C:20]([O:26][CH2:27][CH2:28][CH2:29][N:30]3[CH2:31][CH2:32][O:33][CH2:34][CH2:35]3)=[C:21]([O:24][CH3:25])[CH:22]=2)[N:17]=[CH:16][N:15]=1. Given the reactants [Cl:1][C:2]1[CH:10]=[C:9]([C:11]#[CH:12])[C:5]2[O:6][CH2:7][O:8][C:4]=2[C:3]=1[NH:13][C:14]1[C:23]2[C:18](=[CH:19][C:20]([O:26][CH2:27][CH2:28][CH2:29][N:30]3[CH2:35][CH2:34][O:33][CH2:32][CH2:31]3)=[C:21]([O:24][CH3:25])[CH:22]=2)[N:17]=[CH:16][N:15]=1.I[C:37]1[N:41]([S:42]([C:45]2[CH:50]=[CH:49][C:48]([CH3:51])=[CH:47][CH:46]=2)(=[O:44])=[O:43])[N:40]=[CH:39][CH:38]=1.C(NC(C)C)(C)C, predict the reaction product. (7) Given the reactants B([O-])([O-])O[C:3]1[CH:8]=[C:7]([Br:9])[CH:6]=[C:5]([Br:10])[CH:4]=1.I[C:14]1[CH:19]=[CH:18][CH:17]=[CH:16][CH:15]=1.C(=O)([O-])[O-].[Na+].[Na+], predict the reaction product. The product is: [Br:10][C:5]1[CH:4]=[C:3]([C:14]2[CH:19]=[CH:18][CH:17]=[CH:16][CH:15]=2)[CH:8]=[C:7]([Br:9])[CH:6]=1. (8) Given the reactants [C:1]([O:5][C:6]([N:8]1[CH2:13][C@H:12]2[C@H:10]([CH2:11]2)[C@H:9]1[CH2:14][NH2:15])=[O:7])([CH3:4])([CH3:3])[CH3:2].[O:16]1[C:20]2=[CH:21][CH:22]=[CH:23][C:24]([C:25](O)=[O:26])=[C:19]2[CH:18]=[CH:17]1, predict the reaction product. The product is: [C:1]([O:5][C:6]([N:8]1[CH2:13][C@H:12]2[C@H:10]([CH2:11]2)[C@H:9]1[CH2:14][NH:15][C:25]([C:24]1[CH:23]=[CH:22][CH:21]=[C:20]2[O:16][CH:17]=[CH:18][C:19]=12)=[O:26])=[O:7])([CH3:4])([CH3:3])[CH3:2].